This data is from Catalyst prediction with 721,799 reactions and 888 catalyst types from USPTO. The task is: Predict which catalyst facilitates the given reaction. (1) The catalyst class is: 2. Product: [F:31][C:30]([F:33])([F:32])[C:28]([OH:34])=[O:29].[F:31][C:30]([F:33])([F:32])[C:28]([OH:34])=[O:29].[NH2:8][CH:9]1[CH2:10][N:11]([C:13]2[C:24]([C:25]#[N:26])=[CH:23][C:16]([C:17]([O:19][CH:20]([CH3:22])[CH3:21])=[O:18])=[C:15]([CH3:27])[N:14]=2)[CH2:12]1. Reactant: C(OC([NH:8][CH:9]1[CH2:12][N:11]([C:13]2[C:24]([C:25]#[N:26])=[CH:23][C:16]([C:17]([O:19][CH:20]([CH3:22])[CH3:21])=[O:18])=[C:15]([CH3:27])[N:14]=2)[CH2:10]1)=O)(C)(C)C.[C:28]([OH:34])([C:30]([F:33])([F:32])[F:31])=[O:29]. (2) The catalyst class is: 3. Reactant: C(=O)([O-])[O-].[K+].[K+].Br[CH2:8][CH2:9][OH:10].[Cl:11][C:12]1[CH:17]=[CH:16][C:15]([C:18]2[CH:19]=[CH:20][C:21]([C:24]#[C:25][C:26]3[CH:40]=[CH:39][C:29]([O:30][CH2:31][CH2:32][NH:33][CH:34]4[CH2:38][CH2:37][CH2:36][CH2:35]4)=[C:28]([CH3:41])[CH:27]=3)=[N:22][CH:23]=2)=[CH:14][CH:13]=1. Product: [Cl:11][C:12]1[CH:13]=[CH:14][C:15]([C:18]2[CH:19]=[CH:20][C:21]([C:24]#[C:25][C:26]3[CH:40]=[CH:39][C:29]([O:30][CH2:31][CH2:32][N:33]([CH:34]4[CH2:38][CH2:37][CH2:36][CH2:35]4)[CH2:8][CH2:9][OH:10])=[C:28]([CH3:41])[CH:27]=3)=[N:22][CH:23]=2)=[CH:16][CH:17]=1. (3) Reactant: C(Cl)(=O)C(Cl)=O.CS(C)=O.[C:11]([O:19][CH:20](/[CH:47]=[CH:48]/[C@@H:49]([C@@H:58]1[O:63][C@H:62]2[CH2:64][CH2:65][C@H:66]([CH2:68][C:69](=[O:107])[CH2:70][C@@H:71]3[C@@H:75]([O:76][CH3:77])[C@@H:74]([CH2:78][C@H:79]([O:89][Si:90]([C:93]([CH3:96])([CH3:95])[CH3:94])([CH3:92])[CH3:91])[CH2:80][O:81][Si:82]([C:85]([CH3:88])([CH3:87])[CH3:86])([CH3:84])[CH3:83])[O:73][C@H:72]3[CH2:97][CH2:98][O:99][Si](CC)(CC)CC)[O:67][C@@H:61]2[C@H:60]([O:108][Si:109]([C:112]([CH3:115])([CH3:114])[CH3:113])([CH3:111])[CH3:110])[C@@H:59]1[O:116][Si:117]([C:120]([CH3:123])([CH3:122])[CH3:121])([CH3:119])[CH3:118])[O:50][Si:51]([C:54]([CH3:57])([CH3:56])[CH3:55])([CH3:53])[CH3:52])[CH2:21][CH2:22][C@@H:23]1[O:31][C@@H:30]2[C@@:25]([CH2:45][I:46])([O:26][C@@H:27]([CH2:32][C@@H:33]([CH3:44])[C:34]([O:36][S:37]([C:40]([F:43])([F:42])[F:41])(=[O:39])=[O:38])=[CH2:35])[CH2:28][CH2:29]2)[CH2:24]1)(=[O:18])[C:12]1[CH:17]=[CH:16][CH:15]=[CH:14][CH:13]=1.C(N(CC)CC)C. Product: [C:11]([O:19][CH:20](/[CH:47]=[CH:48]/[C@@H:49]([C@@H:58]1[O:63][C@H:62]2[CH2:64][CH2:65][C@H:66]([CH2:68][C:69](=[O:107])[CH2:70][C@@H:71]3[C@@H:75]([O:76][CH3:77])[C@@H:74]([CH2:78][C@H:79]([O:89][Si:90]([C:93]([CH3:94])([CH3:95])[CH3:96])([CH3:91])[CH3:92])[CH2:80][O:81][Si:82]([C:85]([CH3:86])([CH3:87])[CH3:88])([CH3:84])[CH3:83])[O:73][C@H:72]3[CH2:97][CH:98]=[O:99])[O:67][C@@H:61]2[C@H:60]([O:108][Si:109]([C:112]([CH3:115])([CH3:114])[CH3:113])([CH3:111])[CH3:110])[C@@H:59]1[O:116][Si:117]([C:120]([CH3:121])([CH3:123])[CH3:122])([CH3:118])[CH3:119])[O:50][Si:51]([C:54]([CH3:57])([CH3:56])[CH3:55])([CH3:53])[CH3:52])[CH2:21][CH2:22][C@@H:23]1[O:31][C@@H:30]2[C@@:25]([CH2:45][I:46])([O:26][C@@H:27]([CH2:32][C@@H:33]([CH3:44])[C:34]([O:36][S:37]([C:40]([F:43])([F:42])[F:41])(=[O:39])=[O:38])=[CH2:35])[CH2:28][CH2:29]2)[CH2:24]1)(=[O:18])[C:12]1[CH:17]=[CH:16][CH:15]=[CH:14][CH:13]=1. The catalyst class is: 34. (4) Reactant: [C:1]([C:3]1[C:13]2[O:12][CH2:11][CH2:10][N:9]([C:14]([O:16][C:17]([CH3:20])([CH3:19])[CH3:18])=[O:15])[CH:8]([CH2:21][C:22]([O:24][CH2:25][CH3:26])=[O:23])[C:7]=2[CH:6]=[CH:5][CH:4]=1)#[N:2].Cl.[NH2:28][OH:29].C(=O)(O)[O-].[Na+]. Product: [CH2:25]([O:24][C:22](=[O:23])[CH2:21][CH:8]1[C:7]2[CH:6]=[CH:5][CH:4]=[C:3]([C:1]([NH:28][OH:29])=[NH:2])[C:13]=2[O:12][CH2:11][CH2:10][N:9]1[C:14]([O:16][C:17]([CH3:19])([CH3:20])[CH3:18])=[O:15])[CH3:26]. The catalyst class is: 8. (5) Reactant: [Cl:1][C:2]1[C:14]([OH:15])=[C:13]2[C:5]([C:6]3[CH:7]=[CH:8][N:9]=[CH:10][C:11]=3[N:12]2[Cl:16])=[CH:4][CH:3]=1.C([O-])([O-])=O.[K+].[K+].[CH2:23](I)[CH3:24]. Product: [Cl:1][C:2]1[C:14]([O:15][CH2:23][CH3:24])=[C:13]2[C:5]([C:6]3[CH:7]=[CH:8][N:9]=[CH:10][C:11]=3[N:12]2[Cl:16])=[CH:4][CH:3]=1. The catalyst class is: 21. (6) Reactant: [CH2:1]([P:3]([OH:5])[OH:4])[CH3:2].[C:6](#[N:10])[C:7]([CH3:9])=[CH2:8].CC(N=NC(C#N)(C)C)(C#N)C. Product: [CH2:1]([P:3]([CH2:8][CH:7]([C:6]#[N:10])[CH3:9])(=[O:5])[OH:4])[CH3:2]. The catalyst class is: 15.